Dataset: Forward reaction prediction with 1.9M reactions from USPTO patents (1976-2016). Task: Predict the product of the given reaction. (1) Given the reactants C1C=CC(P(C2C(C3C(P(C4C=CC=CC=4)C4C=CC=CC=4)=CC=C4C=3C=CC=C4)=C3C(C=CC=C3)=CC=2)C2C=CC=CC=2)=CC=1.[NH:47]1[CH2:57][CH2:56][CH:50]([C:51]([O:53][CH2:54][CH3:55])=[O:52])[CH2:49][CH2:48]1.Br[C:59]1[CH:60]=[CH:61][C:62]([Cl:72])=[C:63]([C:65]2[CH:70]=[CH:69][C:68]([CH3:71])=[CH:67][N:66]=2)[CH:64]=1.C([O-])([O-])=O.[Cs+].[Cs+], predict the reaction product. The product is: [CH2:54]([O:53][C:51]([CH:50]1[CH2:49][CH2:48][N:47]([C:59]2[CH:60]=[CH:61][C:62]([Cl:72])=[C:63]([C:65]3[CH:70]=[CH:69][C:68]([CH3:71])=[CH:67][N:66]=3)[CH:64]=2)[CH2:57][CH2:56]1)=[O:52])[CH3:55]. (2) Given the reactants [NH:1]1[C:9]2[CH:8]=[CH:7][CH:6]=[C:5]([CH2:10]O)[C:4]=2[CH:3]=[CH:2]1.C1(P([N:26]=[N+:27]=[N-:28])(C2C=CC=CC=2)=O)C=CC=CC=1.CCCCCCC=CCCC, predict the reaction product. The product is: [N:26]([CH2:10][C:5]1[CH:6]=[CH:7][CH:8]=[C:9]2[C:4]=1[CH:3]=[CH:2][NH:1]2)=[N+:27]=[N-:28].